This data is from Full USPTO retrosynthesis dataset with 1.9M reactions from patents (1976-2016). The task is: Predict the reactants needed to synthesize the given product. (1) Given the product [Cl:1][C:2]1[CH:24]=[CH:23][CH:22]=[CH:21][C:3]=1[O:4][C:5]1[C:18](=[O:19])[N:17]([CH3:20])[C:8]2[N:9]=[C:10]([NH:25][CH2:26][CH2:27][CH2:28][N:29]3[CH2:30][CH2:31][N:32]([CH3:35])[CH2:33][CH2:34]3)[N:11]=[CH:12][C:7]=2[CH:6]=1, predict the reactants needed to synthesize it. The reactants are: [Cl:1][C:2]1[CH:24]=[CH:23][CH:22]=[CH:21][C:3]=1[O:4][C:5]1[C:18](=[O:19])[N:17]([CH3:20])[C:8]2[N:9]=[C:10](S(C)(=O)=O)[N:11]=[CH:12][C:7]=2[CH:6]=1.[NH2:25][CH2:26][CH2:27][CH2:28][N:29]1[CH2:34][CH2:33][N:32]([CH3:35])[CH2:31][CH2:30]1.CCOCC. (2) Given the product [CH2:1]([NH:4][C:5]1[N:6]=[C:7]([NH:21][CH:19]([CH3:20])[CH3:18])[C:8]2[CH:13]=[CH:12][N:11]([CH:14]([CH3:16])[CH3:15])[C:9]=2[N:10]=1)[CH2:2][CH3:3], predict the reactants needed to synthesize it. The reactants are: [CH2:1]([NH:4][C:5]1[N:6]=[C:7](Cl)[C:8]2[CH:13]=[CH:12][N:11]([CH:14]([CH3:16])[CH3:15])[C:9]=2[N:10]=1)[CH2:2][CH3:3].[CH3:18][CH:19]([NH2:21])[CH3:20].C(=O)([O-])[O-].[K+].[K+].O. (3) Given the product [CH2:1]([N:4]1[CH2:9][CH2:8][N:7]([C:17]2[O:18][C:19]3[C:20](=[C:22]([C:26]([O:28][CH3:29])=[O:27])[CH:23]=[CH:24][CH:25]=3)[N:21]=2)[C@@H:6]([CH2:10][CH:11]([CH3:13])[CH3:12])[CH2:5]1)[CH:2]=[CH2:3], predict the reactants needed to synthesize it. The reactants are: [CH2:1]([N:4]1[CH2:9][CH2:8][NH:7][C@@H:6]([CH2:10][CH:11]([CH3:13])[CH3:12])[CH2:5]1)[CH:2]=[CH2:3].[H-].[Na+].Cl[C:17]1[O:18][C:19]2[C:20](=[C:22]([C:26]([O:28][CH3:29])=[O:27])[CH:23]=[CH:24][CH:25]=2)[N:21]=1. (4) Given the product [CH:1]1([NH:4][C:5]([NH:7][C:8]2[CH:13]=[CH:12][C:11]([CH3:14])=[C:10]([C:25]3[C:30](=[O:31])[N:29]([CH3:32])[C:28]4[N:33]([C:36]5[C:41]([F:42])=[CH:40][CH:39]=[CH:38][C:37]=5[F:43])[N:34]=[CH:35][C:27]=4[CH:26]=3)[CH:9]=2)=[O:6])[CH2:2][CH2:3]1, predict the reactants needed to synthesize it. The reactants are: [CH:1]1([NH:4][C:5]([NH:7][C:8]2[CH:13]=[CH:12][C:11]([CH3:14])=[C:10](B3OC(C)(C)C(C)(C)O3)[CH:9]=2)=[O:6])[CH2:3][CH2:2]1.Br[C:25]1[C:30](=[O:31])[N:29]([CH3:32])[C:28]2[N:33]([C:36]3[C:41]([F:42])=[CH:40][CH:39]=[CH:38][C:37]=3[F:43])[N:34]=[CH:35][C:27]=2[CH:26]=1. (5) The reactants are: N([O:3][C:4](C)(C)[CH3:5])=O.ON1C(=O)C2=CC=CC=C2C1=O.C1(=NO)CCCCC1.[N+](C1CCCCC1)([O-])=O.[C:37]1(=[O:43])[CH2:42][CH2:41][CH2:40][CH2:39][CH2:38]1. Given the product [C:4]([O:43][CH:37]1[CH2:42][CH2:41][CH2:40][CH2:39][CH2:38]1)(=[O:3])[CH3:5], predict the reactants needed to synthesize it. (6) Given the product [CH:43]1([C:35]([CH:32]2[CH2:34][CH2:33]2)([C:19]2[S:20][C:16]([C:14]3[CH:13]=[C:12]([NH:21][C:22]4[N:27]=[C:26]([C:28]([F:29])([F:31])[F:30])[CH:25]=[CH:24][N:23]=4)[CH:11]=[C:10]([CH3:9])[CH:15]=3)=[CH:17][N:18]=2)[NH:36][S@@:37]([C:39]([CH3:41])([CH3:42])[CH3:40])=[O:38])[CH2:45][CH2:44]1, predict the reactants needed to synthesize it. The reactants are: C([N-]C(C)C)(C)C.[Li+].[CH3:9][C:10]1[CH:11]=[C:12]([NH:21][C:22]2[N:27]=[C:26]([C:28]([F:31])([F:30])[F:29])[CH:25]=[CH:24][N:23]=2)[CH:13]=[C:14]([C:16]2[S:20][CH:19]=[N:18][CH:17]=2)[CH:15]=1.[CH:32]1([C:35]([CH:43]2[CH2:45][CH2:44]2)=[N:36][S@@:37]([C:39]([CH3:42])([CH3:41])[CH3:40])=[O:38])[CH2:34][CH2:33]1.C(O)(=O)C. (7) Given the product [Br:1][C:2]1[C:3]([C:12]2[O:13][CH:14]=[CH:15][CH:16]=2)=[N:4][C:5]([NH2:11])=[N:6][C:7]=1[O:17][CH2:18][C:19]1[CH:24]=[CH:23][CH:22]=[CH:21][N:20]=1, predict the reactants needed to synthesize it. The reactants are: [Br:1][C:2]1[C:3]([C:12]2[O:13][CH:14]=[CH:15][CH:16]=2)=[N:4][C:5]([NH2:11])=[N:6][C:7]=1S(C)=O.[OH:17][CH2:18][C:19]1[CH:24]=[CH:23][CH:22]=[CH:21][N:20]=1.C1CCN2C(=NCCC2)CC1. (8) Given the product [Cl:18][C:19]1[C:20]([C:2]2[CH:3]=[CH:4][CH:5]=[C:6]([NH:8][CH2:9][C:10]3([C:16]#[N:17])[CH2:15][CH2:14][O:13][CH2:12][CH2:11]3)[N:7]=2)=[CH:21][C:22]([F:25])=[N:23][CH:24]=1, predict the reactants needed to synthesize it. The reactants are: Br[C:2]1[N:7]=[C:6]([NH:8][CH2:9][C:10]2([C:16]#[N:17])[CH2:15][CH2:14][O:13][CH2:12][CH2:11]2)[CH:5]=[CH:4][CH:3]=1.[Cl:18][C:19]1[C:20](B(O)O)=[CH:21][C:22]([F:25])=[N:23][CH:24]=1.C(=O)([O-])[O-].[Na+].[Na+]. (9) The reactants are: [CH2:1]([N:8]([CH2:18][C:19]1(O)[CH2:24][CH2:23][N:22](C(OC(C)(C)C)=O)[CH2:21][CH2:20]1)[CH2:9][CH:10]([OH:17])[C:11]1[CH:16]=[CH:15][CH:14]=[CH:13][CH:12]=1)[C:2]1[CH:7]=[CH:6][CH:5]=[CH:4][CH:3]=1. Given the product [CH2:1]([N:8]1[CH2:18][C:19]2([CH2:24][CH2:23][NH:22][CH2:21][CH2:20]2)[O:17][CH:10]([C:11]2[CH:16]=[CH:15][CH:14]=[CH:13][CH:12]=2)[CH2:9]1)[C:2]1[CH:3]=[CH:4][CH:5]=[CH:6][CH:7]=1, predict the reactants needed to synthesize it.